Predict the reaction yield, written as a fraction of the theoretical maximum amount of product (1.0 means a 100% yield; for example, 0.34 means a 34% yield). From a dataset of Reaction yield outcomes from USPTO patents with 853,638 reactions. (1) The reactants are [O:1]1[C:5]2[CH:6]=[CH:7][C:8]([C:10]3([C:13]([OH:15])=[O:14])[CH2:12][CH2:11]3)=[CH:9][C:4]=2[CH:3]=[CH:2]1. The catalyst is CO.O=[Pt]=O. The product is [O:1]1[C:5]2[CH:6]=[CH:7][C:8]([C:10]3([C:13]([OH:15])=[O:14])[CH2:12][CH2:11]3)=[CH:9][C:4]=2[CH2:3][CH2:2]1. The yield is 0.470. (2) The reactants are [Br:1][C:2]1[CH:3]=[CH:4][C:5]([OH:11])=[C:6]([C:8](=[O:10])[CH3:9])[CH:7]=1.[CH3:12][O:13][C:14]1[CH:15]=[C:16]([CH:19]=[CH:20][CH:21]=1)[CH:17]=O. The catalyst is C(O)C.O. The product is [Br:1][C:2]1[CH:7]=[C:6]2[C:5](=[CH:4][CH:3]=1)[O:11][CH:17]([C:16]1[CH:19]=[CH:20][CH:21]=[C:14]([O:13][CH3:12])[CH:15]=1)[CH2:9][C:8]2=[O:10]. The yield is 0.360. (3) The reactants are [C:1]([O:5][C:6]([N:8]([CH3:56])[C@@H:9]([CH3:55])[C:10]([NH:12][C@@H:13]([C:51]([CH3:54])([CH3:53])[CH3:52])[C:14]([N:16]1[C@H:25]([C:26](=[O:38])[NH:27][C@H:28]2[C:37]3[C:32](=[CH:33][CH:34]=[CH:35][CH:36]=3)[CH2:31][CH2:30][CH2:29]2)[CH2:24][C:23]2[C:18](=[CH:19][C:20]([C:39]#[C:40][C:41]3[CH:50]=[CH:49][C:44]([C:45]([O:47]C)=[O:46])=[CH:43][CH:42]=3)=[CH:21][CH:22]=2)[CH2:17]1)=[O:15])=[O:11])=[O:7])([CH3:4])([CH3:3])[CH3:2].[OH-].[Li+].[OH-].[Li+].O.Cl. The catalyst is CO.C1COCC1.O. The product is [C:1]([O:5][C:6]([N:8]([CH3:56])[C@@H:9]([CH3:55])[C:10]([NH:12][C@@H:13]([C:51]([CH3:54])([CH3:53])[CH3:52])[C:14]([N:16]1[C@H:25]([C:26](=[O:38])[NH:27][C@H:28]2[C:37]3[C:32](=[CH:33][CH:34]=[CH:35][CH:36]=3)[CH2:31][CH2:30][CH2:29]2)[CH2:24][C:23]2[C:18](=[CH:19][C:20]([C:39]#[C:40][C:41]3[CH:50]=[CH:49][C:44]([C:45]([OH:47])=[O:46])=[CH:43][CH:42]=3)=[CH:21][CH:22]=2)[CH2:17]1)=[O:15])=[O:11])=[O:7])([CH3:4])([CH3:3])[CH3:2]. The yield is 0.910. (4) The reactants are [CH2:1]([S:5][C:6]1[CH:14]=[CH:13][C:12]([S:15]([CH3:18])(=[O:17])=[O:16])=[CH:11][C:7]=1[C:8]([OH:10])=O)[CH:2]([CH3:4])[CH3:3].[N:19]1([C:25]2[N:30]=[CH:29][C:28]([C:31]([F:34])([F:33])[F:32])=[CH:27][N:26]=2)[CH2:24][CH2:23][NH:22][CH2:21][CH2:20]1. No catalyst specified. The product is [CH2:1]([S:5][C:6]1[CH:14]=[CH:13][C:12]([S:15]([CH3:18])(=[O:17])=[O:16])=[CH:11][C:7]=1[C:8]([N:22]1[CH2:23][CH2:24][N:19]([C:25]2[N:26]=[CH:27][C:28]([C:31]([F:34])([F:32])[F:33])=[CH:29][N:30]=2)[CH2:20][CH2:21]1)=[O:10])[CH:2]([CH3:3])[CH3:4]. The yield is 0.770.